Dataset: Forward reaction prediction with 1.9M reactions from USPTO patents (1976-2016). Task: Predict the product of the given reaction. (1) Given the reactants [Cl:1][C:2]1[CH:18]=[CH:17][C:5]2[N:6]([C:10]([O:12][C:13]([CH3:16])([CH3:15])[CH3:14])=[O:11])[C:7](=[O:9])[NH:8][C:4]=2[CH:3]=1.Br[CH2:20][C:21]([O:23][C:24]([CH3:27])([CH3:26])[CH3:25])=[O:22].C(=O)([O-])[O-].[Cs+].[Cs+], predict the reaction product. The product is: [C:24]([O:23][C:21]([CH2:20][N:8]1[C:4]2[CH:3]=[C:2]([Cl:1])[CH:18]=[CH:17][C:5]=2[N:6]([C:10]([O:12][C:13]([CH3:14])([CH3:15])[CH3:16])=[O:11])[C:7]1=[O:9])=[O:22])([CH3:27])([CH3:26])[CH3:25]. (2) The product is: [CH3:1][N:2]1[CH2:3][CH:4]2[CH2:9][CH:7]([NH:6][N:5]2[C:20]([O:22][C:23]([CH3:26])([CH3:25])[CH3:24])=[O:21])[CH2:8]1. Given the reactants [CH3:1][N:2]1[CH2:8][CH:7]2[CH2:9][CH:4]([N:5]([C:20]([O:22][C:23]([CH3:26])([CH3:25])[CH3:24])=[O:21])[N:6]2C(OCC2C=CC=CC=2)=O)[CH2:3]1, predict the reaction product. (3) Given the reactants [CH3:1][C@H:2]1[CH2:7][CH2:6][NH:5][CH2:4][C@H:3]1[NH:8][C:9](=[O:15])[O:10][C:11]([CH3:14])([CH3:13])[CH3:12].[Cl:16][C:17]1[CH:22]=[CH:21][C:20](I)=[CH:19][N:18]=1, predict the reaction product. The product is: [Cl:16][C:17]1[N:18]=[CH:19][C:20]([N:5]2[CH2:6][CH2:7][C@H:2]([CH3:1])[C@H:3]([NH:8][C:9](=[O:15])[O:10][C:11]([CH3:14])([CH3:13])[CH3:12])[CH2:4]2)=[CH:21][CH:22]=1.